From a dataset of Reaction yield outcomes from USPTO patents with 853,638 reactions. Predict the reaction yield, written as a fraction of the theoretical maximum amount of product (1.0 means a 100% yield; for example, 0.34 means a 34% yield). (1) The reactants are [F:1][C:2]1[CH:17]=[C:16]([CH:18]=O)[CH:15]=[CH:14][C:3]=1[O:4][C:5]1[CH:6]=[CH:7][C:8]([C:11]([NH2:13])=[O:12])=[N:9][CH:10]=1.[S:20]1[CH:24]=[CH:23][CH:22]=[C:21]1[CH2:25][CH2:26][NH2:27]. The product is [F:1][C:2]1[CH:17]=[C:16]([CH2:18][NH:27][CH2:26][CH2:25][C:21]2[S:20][CH:24]=[CH:23][CH:22]=2)[CH:15]=[CH:14][C:3]=1[O:4][C:5]1[CH:6]=[CH:7][C:8]([C:11]([NH2:13])=[O:12])=[N:9][CH:10]=1. No catalyst specified. The yield is 0.602. (2) The reactants are O.[OH-].[Li+].[CH3:4][C:5]([O:8][C:9]([NH:11][CH2:12][CH2:13][C@H:14]([NH:19][C:20]([C:22]1[CH:27]=[CH:26][C:25]([F:28])=[CH:24][C:23]=1[NH:29][C:30]([NH:32][C:33]1[C:38]([CH3:39])=[CH:37][C:36]([CH3:40])=[CH:35][C:34]=1[CH3:41])=[O:31])=[O:21])[C:15]([O:17]C)=[O:16])=[O:10])([CH3:7])[CH3:6].O.Cl. The catalyst is O1CCOCC1. The product is [CH3:7][C:5]([O:8][C:9]([NH:11][CH2:12][CH2:13][C@H:14]([NH:19][C:20]([C:22]1[CH:27]=[CH:26][C:25]([F:28])=[CH:24][C:23]=1[NH:29][C:30]([NH:32][C:33]1[C:38]([CH3:39])=[CH:37][C:36]([CH3:40])=[CH:35][C:34]=1[CH3:41])=[O:31])=[O:21])[C:15]([OH:17])=[O:16])=[O:10])([CH3:4])[CH3:6]. The yield is 0.110. (3) The reactants are C(OP([CH2:9][C:10]([O:12][C:13]([CH3:16])([CH3:15])[CH3:14])=[O:11])(OCC)=O)C.[H-].[Na+].[O:19]([CH2:26][C:27]1[CH:34]=[CH:33][C:30]([CH:31]=O)=[CH:29][CH:28]=1)[C:20]1[CH:25]=[CH:24][CH:23]=[CH:22][CH:21]=1.O.[Cl-].[NH4+]. The catalyst is C1COCC1. The product is [O:19]([CH2:26][C:27]1[CH:28]=[CH:29][C:30]([CH:31]=[CH:9][C:10]([O:12][C:13]([CH3:14])([CH3:15])[CH3:16])=[O:11])=[CH:33][CH:34]=1)[C:20]1[CH:21]=[CH:22][CH:23]=[CH:24][CH:25]=1. The yield is 1.00. (4) The yield is 0.800. The reactants are CC1(C)[O:6][C@H:5]([CH2:7][N:8]2[CH:12]=[CH:11][C:10]([NH:13][C:14](=[O:35])[C@@H:15]([N:20]3[CH2:24][C:23]([O:25][C:26]4[CH:31]=[CH:30][C:29]([F:32])=[CH:28][C:27]=4[F:33])=[CH:22][C:21]3=[O:34])[CH2:16][CH:17]([CH3:19])[CH3:18])=[N:9]2)[CH2:4][O:3]1.O.C1(C)C=CC(S(O)(=O)=O)=CC=1. The product is [OH:6][C@@H:5]([CH2:4][OH:3])[CH2:7][N:8]1[CH:12]=[CH:11][C:10]([NH:13][C:14](=[O:35])[C@@H:15]([N:20]2[CH2:24][C:23]([O:25][C:26]3[CH:31]=[CH:30][C:29]([F:32])=[CH:28][C:27]=3[F:33])=[CH:22][C:21]2=[O:34])[CH2:16][CH:17]([CH3:19])[CH3:18])=[N:9]1. The catalyst is CO.C(OCC)(=O)C. (5) The reactants are C[O:2][C:3](=[O:24])[C:4]1[CH:9]=[C:8]([O:10][CH2:11][CH2:12][CH2:13][N:14]2[CH2:19][CH2:18][CH2:17][CH2:16][CH2:15]2)[CH:7]=[CH:6][C:5]=1[NH:20]C(=O)C.[ClH:25]. No catalyst specified. The product is [ClH:25].[ClH:25].[NH2:20][C:5]1[CH:6]=[CH:7][C:8]([O:10][CH2:11][CH2:12][CH2:13][N:14]2[CH2:19][CH2:18][CH2:17][CH2:16][CH2:15]2)=[CH:9][C:4]=1[C:3]([OH:24])=[O:2]. The yield is 1.00. (6) The reactants are Br[C:2]1[CH:11]=[C:10]2[C:5]([N:6]([C:19]([CH:21]3[CH2:23][CH2:22]3)=[O:20])[C@@H:7]([CH3:18])[CH2:8][N:9]2[C:12]([O:14][CH:15]([CH3:17])[CH3:16])=[O:13])=[CH:4][CH:3]=1.O1CCOCC1.C(=O)([O-])[O-].[Cs+].[Cs+].CC1(C)C(C)(C)OB([C:44]2[CH:48]=[CH:47][N:46](C([O-])=O)[N:45]=2)O1. The catalyst is C1(C=CC=CC=1)[P](C1C=CC=CC=1)(C1C=CC=CC=1)[Pd][P](C1C=CC=CC=1)(C1C=CC=CC=1)C1C=CC=CC=1.O. The product is [CH:21]1([C:19]([N:6]2[C:5]3[C:10](=[CH:11][C:2]([C:48]4[CH:44]=[N:45][NH:46][CH:47]=4)=[CH:3][CH:4]=3)[N:9]([C:12]([O:14][CH:15]([CH3:17])[CH3:16])=[O:13])[CH2:8][C@@H:7]2[CH3:18])=[O:20])[CH2:23][CH2:22]1. The yield is 0.710. (7) The reactants are [CH:1]1([CH2:4][C@H:5]([NH:8][C:9](=[O:18])[O:10][CH2:11]C2C=CC=CC=2)CO)[CH2:3][CH2:2]1.[H-].[Na+]. The catalyst is CN(C=O)C. The product is [CH:1]1([CH2:4][C@H:5]2[CH2:11][O:10][C:9](=[O:18])[NH:8]2)[CH2:2][CH2:3]1. The yield is 0.760. (8) The reactants are [C:1]([O:8][CH2:9][CH3:10])(=[O:7])[C:2]([O:4]CC)=O.[O-]CC.[Na+].[CH3:15][C:16]1[CH:21]=[CH:20][N:19]=[C:18]([C:22](=[O:24])[CH3:23])[CH:17]=1.O. The catalyst is C(O)C.C(OCC)C. The product is [CH3:15][C:16]1[CH:21]=[CH:20][N:19]=[C:18]([C:22](=[O:24])[CH2:23][C:2](=[O:4])[C:1]([O:8][CH2:9][CH3:10])=[O:7])[CH:17]=1. The yield is 0.820. (9) The reactants are [Cl:1][CH2:2][CH2:3][CH2:4][O:5][C:6]1[CH:7]=[C:8]([C:12]2[S:20][C:19]3[C:14](=[N:15][CH:16]=[CH:17][C:18]=3[O:21][C:22]3[CH:27]=[CH:26][C:25]([N+:28]([O-])=O)=[CH:24][C:23]=3[F:31])[CH:13]=2)[CH:9]=[CH:10][CH:11]=1.[BH4-].[Na+]. The catalyst is O.O.O.O.O.O.[Ni](Cl)Cl.CO.C1COCC1. The product is [Cl:1][CH2:2][CH2:3][CH2:4][O:5][C:6]1[CH:7]=[C:8]([C:12]2[S:20][C:19]3[C:14](=[N:15][CH:16]=[CH:17][C:18]=3[O:21][C:22]3[CH:27]=[CH:26][C:25]([NH2:28])=[CH:24][C:23]=3[F:31])[CH:13]=2)[CH:9]=[CH:10][CH:11]=1. The yield is 0.540.